From a dataset of Cav3 T-type calcium channel HTS with 100,875 compounds. Binary Classification. Given a drug SMILES string, predict its activity (active/inactive) in a high-throughput screening assay against a specified biological target. (1) The drug is S(c1n(c(nn1)Cc1n(ccc1)C)c1ccc(cc1)C)CC(=O)N. The result is 0 (inactive). (2) The compound is Clc1ccc(C(=O)C2CCN(CC2)C(=O)N2CCOCC2)cc1. The result is 0 (inactive). (3) The compound is s1c(c2n(CC(=O)NC3CCCC3)c3c(n2)cccc3)cnc1. The result is 0 (inactive). (4) The molecule is s1c(N(CN2CCCC2=O)C(=O)c2cc(OC)c(OC)cc2)ncc1. The result is 0 (inactive). (5) The result is 0 (inactive). The drug is [O-][N+](=O)c1nc([N+]([O-])=O)ccc1Nc1cc(cc(c1)C)C. (6) The compound is O=C1C(Cc2c3c(ccc2)cccc3)C(=O)c2c1cccc2. The result is 0 (inactive). (7) The compound is S(c1n(nnn1)c1ccc(cc1)C)CC(=O)NC(=O)Nc1cc2OCCOc2cc1. The result is 0 (inactive).